Dataset: Forward reaction prediction with 1.9M reactions from USPTO patents (1976-2016). Task: Predict the product of the given reaction. (1) Given the reactants OCC([NH:6][C:7]([C:9]1[C:17]2[C:12](=[N:13][CH:14]=[C:15](N3C4C(=CC=CC=4)C(C4CCNCC4)=N3)[N:16]=2)[N:11](COCC[Si](C)(C)C)[CH:10]=1)=[O:8])(C)C.C=O.C(O[BH-](OC(=O)C)OC(=O)C)(=O)C.[Na+], predict the reaction product. The product is: [N:16]1[CH:15]=[CH:14][N:13]=[C:12]2[NH:11][CH:10]=[C:9]([C:7]([NH2:6])=[O:8])[C:17]=12. (2) Given the reactants [H-].[Na+].[NH:3]1[CH2:8][CH2:7][O:6][CH2:5][C:4]1=[O:9].Br[CH2:11][CH2:12][O:13][CH2:14][C:15]1[CH:20]=[CH:19][CH:18]=[CH:17][CH:16]=1, predict the reaction product. The product is: [CH2:14]([O:13][CH2:12][CH2:11][N:3]1[CH2:8][CH2:7][O:6][CH2:5][C:4]1=[O:9])[C:15]1[CH:20]=[CH:19][CH:18]=[CH:17][CH:16]=1.